This data is from Reaction yield outcomes from USPTO patents with 853,638 reactions. The task is: Predict the reaction yield, written as a fraction of the theoretical maximum amount of product (1.0 means a 100% yield; for example, 0.34 means a 34% yield). (1) The yield is 0.790. The product is [C:9]1([N:19]([C:16]2[CH:17]=[CH:3][C:2]([CH3:5])=[CH:1][CH:15]=2)[C:27]2[CH:32]=[CH:31][C:30]([C:33]3[CH:38]=[CH:37][C:36]([C:39]4[CH:44]=[CH:43][C:42]([N:19]([C:20]5[CH:21]=[CH:22][CH:23]=[CH:24][CH:25]=5)[C:16]5[CH:17]=[CH:18][C:13]([CH3:12])=[CH:14][CH:15]=5)=[CH:41][CH:40]=4)=[CH:35][CH:34]=3)=[CH:29][CH:28]=2)[CH:10]=[CH:14][CH:13]=[CH:12][CH:8]=1. The reactants are [CH3:1][C:2]([CH3:5])([O-])[CH3:3].[Na+].I[CH2:8][CH2:9][CH3:10].Cl.[CH3:12][C:13]1[CH:18]=[CH:17][C:16]([NH:19][C:20]2[CH:25]=[CH:24][CH:23]=[CH:22][CH:21]=2)=[CH:15][CH:14]=1.Br[C:27]1[CH:32]=[CH:31][C:30]([C:33]2[CH:38]=[CH:37][C:36]([C:39]3[CH:44]=[CH:43][C:42](Br)=[CH:41][CH:40]=3)=[CH:35][CH:34]=2)=[CH:29][CH:28]=1. The catalyst is C([O-])(=O)C.[Pd+2].C([O-])(=O)C.C(Cl)Cl.C1(C)C=CC=CC=1. (2) The reactants are [F:1][C:2]1[CH:7]=[CH:6][C:5]([S:8][C:9]2[N:14]=[CH:13][C:12]([C:15](=O)[CH3:16])=[CH:11][C:10]=2[CH3:18])=[CH:4][CH:3]=1.[CH3:19][C:20]([S@:23]([NH2:25])=[O:24])([CH3:22])[CH3:21]. No catalyst specified. The product is [F:1][C:2]1[CH:7]=[CH:6][C:5]([S:8][C:9]2[N:14]=[CH:13][C:12]([CH:15]([NH:25][S@@:23]([C:20]([CH3:22])([CH3:21])[CH3:19])=[O:24])[CH3:16])=[CH:11][C:10]=2[CH3:18])=[CH:4][CH:3]=1. The yield is 0.740. (3) The reactants are [Br:1][C:2]1[CH:7]=[CH:6][C:5]([NH2:8])=[C:4]([C:9]2[CH2:14][CH2:13][C:12]([CH3:16])([CH3:15])[CH2:11][CH:10]=2)[CH:3]=1.[K+].[C:18]([C:20]1[N:21]=[C:22]([C:33]([O-])=[O:34])[N:23]([CH2:25][O:26][CH2:27][CH2:28][Si:29]([CH3:32])([CH3:31])[CH3:30])[CH:24]=1)#[N:19].C1CN([P+](Br)(N2CCCC2)N2CCCC2)CC1.F[P-](F)(F)(F)(F)F.CCN(C(C)C)C(C)C. The catalyst is CN(C=O)C.CCOC(C)=O. The product is [Br:1][C:2]1[CH:7]=[CH:6][C:5]([NH:8][C:33]([C:22]2[N:23]([CH2:25][O:26][CH2:27][CH2:28][Si:29]([CH3:32])([CH3:31])[CH3:30])[CH:24]=[C:20]([C:18]#[N:19])[N:21]=2)=[O:34])=[C:4]([C:9]2[CH2:14][CH2:13][C:12]([CH3:16])([CH3:15])[CH2:11][CH:10]=2)[CH:3]=1. The yield is 0.880. (4) The reactants are [H-].[Na+].Cl[CH2:4][CH2:5][NH:6][C:7]([NH:9][C:10]1[CH:15]=[CH:14][CH:13]=[CH:12][N:11]=1)=[O:8]. The catalyst is C1COCC1. The product is [N:11]1[CH:12]=[CH:13][CH:14]=[CH:15][C:10]=1[N:9]1[CH2:4][CH2:5][NH:6][C:7]1=[O:8]. The yield is 0.870. (5) The reactants are I([O-])(=O)(=O)=[O:2].[Na+].[OH:7][CH2:8][C@@H:9]1[CH2:11][C@H:10]1[CH2:12][C:13]([O:15][CH2:16][C:17]1[CH:22]=[CH:21][CH:20]=[CH:19][CH:18]=1)=[O:14]. The product is [CH2:16]([O:15][C:13](=[O:14])[CH2:12][C@@H:10]1[CH2:11][C@H:9]1[C:8]([OH:2])=[O:7])[C:17]1[CH:18]=[CH:19][CH:20]=[CH:21][CH:22]=1. The yield is 0.980. The catalyst is CC(C)=O.O.O.[Ru](=O)=O. (6) The reactants are [ClH:1].C(OCC)C.[CH3:7][O:8][N:9]([CH3:23])[C:10]1[C:11]2[CH:22]=[CH:21][NH:20][C:12]=2[N:13]=[C:14]([NH:16][CH2:17][C:18]#[CH:19])[N:15]=1. The catalyst is C(OCC)C.CCO. The product is [ClH:1].[CH3:7][O:8][N:9]([CH3:23])[C:10]1[C:11]2[CH:22]=[CH:21][NH:20][C:12]=2[N:13]=[C:14]([NH:16][CH2:17][C:18]#[CH:19])[N:15]=1. The yield is 0.830.